Task: Predict the product of the given reaction.. Dataset: Forward reaction prediction with 1.9M reactions from USPTO patents (1976-2016) (1) Given the reactants C([O:8][CH2:9][CH2:10][C:11]1[NH:15][N:14]=[C:13]([C:16]2[CH:21]=[CH:20][C:19]([F:22])=[CH:18][CH:17]=2)[CH:12]=1)C1C=CC=CC=1, predict the reaction product. The product is: [F:22][C:19]1[CH:18]=[CH:17][C:16]([C:13]2[CH:12]=[C:11]([CH2:10][CH2:9][OH:8])[NH:15][N:14]=2)=[CH:21][CH:20]=1. (2) Given the reactants Cl[C:2]1[N:7]=[C:6]([NH:8][CH2:9][CH2:10][NH:11][C:12]2[N:17]=[C:16]([NH2:18])[C:15]([N+:19]([O-:21])=[O:20])=[CH:14][CH:13]=2)[N:5]2[N:22]=[CH:23][N:24]=[C:4]2[CH:3]=1.[F:25][C:26]([F:37])([F:36])[C:27]1[CH:32]=[CH:31][C:30](B(O)O)=[CH:29][CH:28]=1, predict the reaction product. The product is: [N+:19]([C:15]1[C:16]([NH2:18])=[N:17][C:12]([NH:11][CH2:10][CH2:9][NH:8][C:6]2[N:5]3[N:22]=[CH:23][N:24]=[C:4]3[CH:3]=[C:2]([C:30]3[CH:31]=[CH:32][C:27]([C:26]([F:37])([F:36])[F:25])=[CH:28][CH:29]=3)[N:7]=2)=[CH:13][CH:14]=1)([O-:21])=[O:20]. (3) Given the reactants [F:1][C:2]1[CH:7]=[CH:6][C:5]([CH2:8][C:9]([OH:11])=O)=[CH:4][C:3]=1[C:12]([F:15])([F:14])[F:13].[CH3:16][NH:17][C@H:18]1[CH2:37][N:22]2[C:23]3[C:28]([C:29]([CH2:30][C:31]([O:33]CCC)=[O:32])=[C:21]2[CH2:20][CH2:19]1)=[CH:27][CH:26]=[CH:25][CH:24]=3, predict the reaction product. The product is: [F:1][C:2]1[CH:7]=[CH:6][C:5]([CH2:8][C:9]([N:17]([CH3:16])[C@H:18]2[CH2:37][N:22]3[C:23]4[C:28]([C:29]([CH2:30][C:31]([OH:33])=[O:32])=[C:21]3[CH2:20][CH2:19]2)=[CH:27][CH:26]=[CH:25][CH:24]=4)=[O:11])=[CH:4][C:3]=1[C:12]([F:15])([F:14])[F:13]. (4) Given the reactants [NH:1]1[CH2:6][CH2:5][C:4]2([C:14]3[C:9](=[CH:10][CH:11]=[CH:12][CH:13]=3)[C:8](=[O:15])[O:7]2)[CH2:3][CH2:2]1.[O:16]1[C:20]2([CH2:25][CH2:24][CH:23]([NH:26][C:27](Cl)=[O:28])[CH2:22][CH2:21]2)[O:19][CH2:18][CH2:17]1, predict the reaction product. The product is: [O:16]1[C:20]2([CH2:25][CH2:24][CH:23]([NH:26][C:27]([N:1]3[CH2:6][CH2:5][C:4]4([C:14]5[C:9](=[CH:10][CH:11]=[CH:12][CH:13]=5)[C:8](=[O:15])[O:7]4)[CH2:3][CH2:2]3)=[O:28])[CH2:22][CH2:21]2)[O:19][CH2:18][CH2:17]1. (5) The product is: [CH3:1][N:2]1[C:10]2[C:5](=[CH:6][CH:7]=[CH:8][CH:9]=2)[C:4]([C:11]2[O:12][C:13]([C:16]3[CH:17]=[C:18]4[C:23](=[CH:24][CH:25]=3)[CH:22]=[C:21]([O:26][CH2:27][C:28]([OH:30])=[O:29])[CH:20]=[CH:19]4)=[CH:14][N:15]=2)=[CH:3]1. Given the reactants [CH3:1][N:2]1[C:10]2[C:5](=[CH:6][CH:7]=[CH:8][CH:9]=2)[C:4]([C:11]2[O:12][C:13]([C:16]3[CH:17]=[C:18]4[C:23](=[CH:24][CH:25]=3)[CH:22]=[C:21]([O:26][CH2:27][C:28]([O:30]C)=[O:29])[CH:20]=[CH:19]4)=[CH:14][N:15]=2)=[CH:3]1.[OH-].[Na+].Cl, predict the reaction product. (6) Given the reactants [NH2:1][C:2]1[CH:3]=[CH:4][C:5]([CH3:26])=[C:6]([C:8]([C:10]2[CH:15]=[CH:14][C:13]([NH:16][C:17]3[CH:22]=[CH:21][C:20]([F:23])=[CH:19][C:18]=3[F:24])=[CH:12][C:11]=2[Cl:25])=[O:9])[CH:7]=1.C([O-])([O-])=O.[K+].[K+].Cl[C:34]([O:36][CH2:37][CH:38]=[CH2:39])=[O:35], predict the reaction product. The product is: [CH2:37]([O:36][C:34](=[O:35])[NH:1][C:2]1[CH:3]=[CH:4][C:5]([CH3:26])=[C:6]([C:8](=[O:9])[C:10]2[CH:15]=[CH:14][C:13]([NH:16][C:17]3[CH:22]=[CH:21][C:20]([F:23])=[CH:19][C:18]=3[F:24])=[CH:12][C:11]=2[Cl:25])[CH:7]=1)[CH:38]=[CH2:39]. (7) The product is: [F:27][C:28]([F:39])([F:38])[C:29]1[CH:34]=[CH:33][C:32]([C:7]2[C:8]3[C:18]4[C:12](=[CH:13][C:14]([C:32]5[CH:33]=[CH:34][C:29]([C:28]([F:39])([F:38])[F:27])=[CH:30][CH:31]=5)=[C:15]5[C:17]=4[C:5]([CH:6]=2)=[N:4][CH:3]=[N:16]5)[N:11]=[CH:10][N:9]=3)=[CH:31][CH:30]=1. Given the reactants FC(F)(F)[C:3]1[N:16]=[C:15]2[C:17]3=[C:18]4[C:8]([N:9]=[C:10](C(F)(F)F)[N:11]=[C:12]4[CH:13]=[C:14]2Br)=[C:7](Br)[CH:6]=[C:5]3[N:4]=1.[F:27][C:28]([F:39])([F:38])[C:29]1[CH:34]=[CH:33][C:32](B(O)O)=[CH:31][CH:30]=1.C(=O)([O-])[O-].[Cs+].[Cs+], predict the reaction product.